This data is from Full USPTO retrosynthesis dataset with 1.9M reactions from patents (1976-2016). The task is: Predict the reactants needed to synthesize the given product. (1) Given the product [CH2:6]([C:10]1([CH2:23][O:24][S:1]([CH3:4])(=[O:3])=[O:2])[CH2:11][CH2:12][N:13]([C:16]([O:18][C:19]([CH3:20])([CH3:22])[CH3:21])=[O:17])[CH2:14][CH2:15]1)[CH2:7][CH:8]=[CH2:9], predict the reactants needed to synthesize it. The reactants are: [S:1](Cl)([CH3:4])(=[O:3])=[O:2].[CH2:6]([C:10]1([CH2:23][OH:24])[CH2:15][CH2:14][N:13]([C:16]([O:18][C:19]([CH3:22])([CH3:21])[CH3:20])=[O:17])[CH2:12][CH2:11]1)[CH2:7][CH:8]=[CH2:9].O. (2) The reactants are: CC(C)(OC([NH:7][C@@H:8]([CH:21]([CH3:23])[CH3:22])[CH2:9][NH:10][C:11](=[O:20])[C:12]1[CH:17]=[CH:16][C:15]([C:18]#[N:19])=[CH:14][CH:13]=1)=O)C.[ClH:25].C(OCC)(=O)C. Given the product [ClH:25].[NH2:7][C@@H:8]([CH:21]([CH3:23])[CH3:22])[CH2:9][NH:10][C:11](=[O:20])[C:12]1[CH:17]=[CH:16][C:15]([C:18]#[N:19])=[CH:14][CH:13]=1, predict the reactants needed to synthesize it. (3) Given the product [F:5][C:6]1[C:15]2[C:10](=[CH:11][CH:12]=[CH:13][CH:14]=2)[C:9]([S:16]([C:6]2[CH:15]=[CH:10][CH:9]=[CH:8][CH:7]=2)(=[O:18])=[O:17])=[CH:8][CH:7]=1, predict the reactants needed to synthesize it. The reactants are: [Cl-].[Cl-].[Cl-].[Al+3].[F:5][C:6]1[C:15]2[C:10](=[CH:11][CH:12]=[CH:13][CH:14]=2)[C:9]([S:16](Cl)(=[O:18])=[O:17])=[CH:8][CH:7]=1.O. (4) The reactants are: [OH:1][C@H:2]([CH2:6][C:7]1[CH:12]=[CH:11][CH:10]=[CH:9][CH:8]=1)[C:3]([OH:5])=[O:4].[H-].[Na+].Cl[C:16]1[C:17]2[C:24]([I:25])=[C:23]([CH2:26][CH3:27])[S:22][C:18]=2[N:19]=[CH:20][N:21]=1.[OH-].[Na+]. Given the product [CH2:26]([C:23]1[S:22][C:18]2[N:19]=[CH:20][N:21]=[C:16]([O:1][CH:2]([CH2:6][C:7]3[CH:12]=[CH:11][CH:10]=[CH:9][CH:8]=3)[C:3]([OH:5])=[O:4])[C:17]=2[C:24]=1[I:25])[CH3:27], predict the reactants needed to synthesize it.